From a dataset of Catalyst prediction with 721,799 reactions and 888 catalyst types from USPTO. Predict which catalyst facilitates the given reaction. (1) Reactant: [CH2:1]([O:8][C:9]1[C:18]2[C:13](=[CH:14][CH:15]=[CH:16][CH:17]=2)[N:12]([CH2:19][CH:20]=O)[C:11](=[O:22])[CH:10]=1)[C:2]1[CH:7]=[CH:6][CH:5]=[CH:4][CH:3]=1.[C:23]([O:27][C:28](=[O:47])[N:29]([CH2:36][C:37]1[CH:46]=[CH:45][C:40]2[O:41][CH2:42][CH2:43][O:44][C:39]=2[CH:38]=1)[CH:30]1[CH2:35][CH2:34][NH:33][CH2:32][CH2:31]1)([CH3:26])([CH3:25])[CH3:24].C(O[BH-](OC(=O)C)OC(=O)C)(=O)C.[Na+].C(=O)([O-])O.[Na+]. Product: [C:23]([O:27][C:28](=[O:47])[N:29]([CH:30]1[CH2:35][CH2:34][N:33]([CH2:20][CH2:19][N:12]2[C:13]3[C:18](=[CH:17][CH:16]=[CH:15][CH:14]=3)[C:9]([O:8][CH2:1][C:2]3[CH:7]=[CH:6][CH:5]=[CH:4][CH:3]=3)=[CH:10][C:11]2=[O:22])[CH2:32][CH2:31]1)[CH2:36][C:37]1[CH:46]=[CH:45][C:40]2[O:41][CH2:42][CH2:43][O:44][C:39]=2[CH:38]=1)([CH3:26])([CH3:24])[CH3:25]. The catalyst class is: 676. (2) Reactant: [NH:1]1[C:9]2[C:4](=[CH:5][C:6]([C:10](OC)=[O:11])=[CH:7][CH:8]=2)[CH:3]=[N:2]1.[H-].[Al+3].[Li+].[H-].[H-].[H-].O. Product: [NH:1]1[C:9]2[C:4](=[CH:5][C:6]([CH2:10][OH:11])=[CH:7][CH:8]=2)[CH:3]=[N:2]1. The catalyst class is: 7. (3) Reactant: CC[O:3][C:4]([C@@H:6]1[CH2:10][C@H:9]([S:11][C:12]2[CH:17]=[CH:16][C:15]([Br:18])=[CH:14][CH:13]=2)[CH2:8][N:7]1[C:19]([O:21][C:22]([CH3:25])([CH3:24])[CH3:23])=[O:20])=[O:5].[OH-].[Na+]. Product: [C:22]([O:21][C:19]([N:7]1[CH2:8][C@@H:9]([S:11][C:12]2[CH:13]=[CH:14][C:15]([Br:18])=[CH:16][CH:17]=2)[CH2:10][C@H:6]1[C:4]([OH:5])=[O:3])=[O:20])([CH3:25])([CH3:23])[CH3:24]. The catalyst class is: 5. (4) Reactant: [CH2:1]([O:4][C:5]1([CH3:45])[CH2:10][CH2:9][N:8]([C:11]2[C:12]3[N:13]([N:28]=[C:29]([C:31](=[O:44])[NH:32][CH2:33][CH:34]([OH:43])[CH2:35][C:36]4[CH:41]=[CH:40][CH:39]=[CH:38][C:37]=4[OH:42])[CH:30]=3)[CH:14]=[C:15]([CH3:27])[C:16]=2[C@H:17]([O:22][C:23]([CH3:26])([CH3:25])[CH3:24])[C:18]([O:20][CH3:21])=[O:19])[CH2:7][CH2:6]1)[CH:2]=[CH2:3].C([O-])([O-])=O.[K+].[K+].Br[CH2:53][CH:54]=[CH2:55].O. Product: [CH2:1]([O:4][C:5]1([CH3:45])[CH2:10][CH2:9][N:8]([C:11]2[C:12]3[N:13]([N:28]=[C:29]([C:31](=[O:44])[NH:32][CH2:33][CH:34]([OH:43])[CH2:35][C:36]4[CH:41]=[CH:40][CH:39]=[CH:38][C:37]=4[O:42][CH2:55][CH:54]=[CH2:53])[CH:30]=3)[CH:14]=[C:15]([CH3:27])[C:16]=2[C@H:17]([O:22][C:23]([CH3:26])([CH3:25])[CH3:24])[C:18]([O:20][CH3:21])=[O:19])[CH2:7][CH2:6]1)[CH:2]=[CH2:3]. The catalyst class is: 3. (5) Reactant: [F:1][C:2]1[CH:7]=[CH:6][C:5]([C@H:8]2[CH2:12][N:11]([S:13]([C:16]3[N:17]=[CH:18][N:19]([CH3:21])[CH:20]=3)(=[O:15])=[O:14])[CH2:10][C@@H:9]2[NH2:22])=[CH:4][CH:3]=1.[CH:23]([S:25]([CH:28]=[CH2:29])(=[O:27])=[O:26])=[CH2:24]. Product: [F:1][C:2]1[CH:7]=[CH:6][C:5]([C@H:8]2[CH2:12][N:11]([S:13]([C:16]3[N:17]=[CH:18][N:19]([CH3:21])[CH:20]=3)(=[O:15])=[O:14])[CH2:10][C@@H:9]2[N:22]2[CH2:29][CH2:28][S:25](=[O:27])(=[O:26])[CH2:23][CH2:24]2)=[CH:4][CH:3]=1. The catalyst class is: 1.